From a dataset of Full USPTO retrosynthesis dataset with 1.9M reactions from patents (1976-2016). Predict the reactants needed to synthesize the given product. (1) Given the product [Br:50][CH2:2][CH2:3][CH2:4][C:5]1[CH:10]=[CH:9][C:8]([C:11]2[N:12]=[C:13]([NH:26][C:27](=[O:29])[CH3:28])[S:14][C:15]=2[C:16]2[CH:21]=[CH:20][C:19]([S:22]([CH3:25])(=[O:24])=[O:23])=[CH:18][CH:17]=2)=[CH:7][CH:6]=1, predict the reactants needed to synthesize it. The reactants are: O[CH2:2][CH2:3][CH2:4][C:5]1[CH:10]=[CH:9][C:8]([C:11]2[N:12]=[C:13]([NH:26][C:27](=[O:29])[CH3:28])[S:14][C:15]=2[C:16]2[CH:21]=[CH:20][C:19]([S:22]([CH3:25])(=[O:24])=[O:23])=[CH:18][CH:17]=2)=[CH:7][CH:6]=1.C1(P(C2C=CC=CC=2)C2C=CC=CC=2)C=CC=CC=1.C(Br)(Br)(Br)[Br:50]. (2) Given the product [F:6][C:4]([C:7]1[O:11][C:10]([CH2:12][N:13]2[N:17]=[C:16]([NH2:18])[CH:15]=[N:14]2)=[CH:9][CH:8]=1)([F:3])[CH3:5], predict the reactants needed to synthesize it. The reactants are: N#N.[F:3][C:4]([C:7]1[O:11][C:10]([CH2:12][N:13]2[N:17]=[C:16]([N+:18]([O-])=O)[CH:15]=[N:14]2)=[CH:9][CH:8]=1)([F:6])[CH3:5].[NH4+].[Cl-]. (3) Given the product [C:1]([C:3]1[CH:4]=[CH:5][C:6]([O:7][CH2:8][C:9]2[CH:32]=[CH:31][C:12]3[C:13]([CH2:16][CH2:17][CH:18]4[CH2:23][CH2:22][N:21]([C:24]([O:26][C:27]([CH3:29])([CH3:28])[CH3:30])=[O:25])[CH2:20][CH2:19]4)=[N:14][O:15][C:11]=3[C:10]=2[CH2:33][N:43]([CH3:44])[CH3:42])=[CH:35][CH:36]=1)#[N:2], predict the reactants needed to synthesize it. The reactants are: [C:1]([C:3]1[CH:36]=[CH:35][C:6]([O:7][CH2:8][C:9]2[CH:32]=[CH:31][C:12]3[C:13]([CH2:16][CH2:17][CH:18]4[CH2:23][CH2:22][N:21]([C:24]([O:26][C:27]([CH3:30])([CH3:29])[CH3:28])=[O:25])[CH2:20][CH2:19]4)=[N:14][O:15][C:11]=3[C:10]=2[CH2:33]O)=[CH:5][CH:4]=1)#[N:2].CS(Cl)(=O)=O.[CH3:42][NH:43][CH3:44].[I-].[Na+].[Cl-].[Na+]. (4) Given the product [Cl:33][C:13]1[CH:14]=[CH:15][C:16]2[C:11](=[CH:10][C:9]3[O:18][C:3]4[CH:2]=[CH:7][CH:6]=[CH:5][C:4]=4[C:8]=3[CH:17]=2)[CH:12]=1, predict the reactants needed to synthesize it. The reactants are: Cl[C:2]1[C:3](F)=[C:4]([C:8]2[C:9]([OH:18])=[CH:10][C:11]3[C:16]([CH:17]=2)=[CH:15][CH:14]=[CH:13][CH:12]=3)[CH:5]=[CH:6][CH:7]=1.CN1CCCC1=O.C(=O)([O-])[O-].[K+].[K+].[ClH:33]. (5) Given the product [Br:1][C:2]1[CH:3]=[CH:4][C:5]([CH:8]=[CH:9][C:10]([N:15]([O:16][CH3:17])[CH3:14])=[O:12])=[N:6][CH:7]=1, predict the reactants needed to synthesize it. The reactants are: [Br:1][C:2]1[CH:3]=[CH:4][C:5]([CH:8]=[CH:9][C:10]([OH:12])=O)=[N:6][CH:7]=1.Cl.[CH3:14][NH:15][O:16][CH3:17].C1C=CC2N(O)N=NC=2C=1.CCN=C=NCCCN(C)C.C(N(CC)CC)C.